The task is: Binary Classification. Given a drug SMILES string, predict its activity (active/inactive) in a high-throughput screening assay against a specified biological target.. This data is from M1 muscarinic receptor antagonist screen with 61,756 compounds. (1) The compound is O=C(N1CCC(NC(=O)c2cc(OC)ccc2)CC1)N1CCCCC1. The result is 0 (inactive). (2) The drug is O(C(C(=O)N1CCCc2c1cccc2)C)c1ccccc1. The result is 0 (inactive). (3) The drug is FC(F)(F)c1cc(CC(OCC(=O)NCC2OCCC2)=O)ccc1. The result is 0 (inactive). (4) The molecule is S(c1n(c(nn1)Cc1ccccc1)c1ccccc1)CC(O)=O. The result is 0 (inactive). (5) The result is 0 (inactive). The compound is S(c1ncnc2c3c(oc12)cccc3)CC(=O)CC(OCC)=O.